From a dataset of Reaction yield outcomes from USPTO patents with 853,638 reactions. Predict the reaction yield, written as a fraction of the theoretical maximum amount of product (1.0 means a 100% yield; for example, 0.34 means a 34% yield). (1) The reactants are [OH-].[Na+].[CH:3]12[CH2:12][CH:7]3[CH2:8][CH:9]([CH2:11][CH:5]([CH2:6]3)[CH:4]1[NH:13][C:14]([C:16]1[CH:17]=[N:18][N:19]([C:25]3[CH:34]=[CH:33][C:28]([C:29]([O:31]C)=[O:30])=[CH:27][CH:26]=3)[C:20]=1[C:21]([CH3:24])([CH3:23])[CH3:22])=[O:15])[CH2:10]2. The catalyst is CO. The product is [CH:3]12[CH2:10][CH:9]3[CH2:8][CH:7]([CH2:6][CH:5]([CH2:11]3)[CH:4]1[NH:13][C:14]([C:16]1[CH:17]=[N:18][N:19]([C:25]3[CH:34]=[CH:33][C:28]([C:29]([OH:31])=[O:30])=[CH:27][CH:26]=3)[C:20]=1[C:21]([CH3:23])([CH3:24])[CH3:22])=[O:15])[CH2:12]2. The yield is 0.890. (2) The reactants are [NH2:1][C:2]1[C:11]2[C:6](=[CH:7][C:8]([CH2:12][N:13]3[CH2:18][C@@H:17]([CH3:19])[NH:16][C@@H:15]([CH3:20])[C:14]3=[O:21])=[CH:9][CH:10]=2)[N:5]=[CH:4][N:3]=1.C(N(CC)CC)C.[Cl:29][C:30]1[S:34][C:33]([CH:35]=[CH:36][S:37](Cl)(=[O:39])=[O:38])=[CH:32][CH:31]=1. The catalyst is C(Cl)Cl. The product is [NH2:1][C:2]1[C:11]2[C:6](=[CH:7][C:8]([CH2:12][N:13]3[CH2:18][C@@H:17]([CH3:19])[N:16]([S:37]([CH:36]=[CH:35][C:33]4[S:34][C:30]([Cl:29])=[CH:31][CH:32]=4)(=[O:39])=[O:38])[C@@H:15]([CH3:20])[C:14]3=[O:21])=[CH:9][CH:10]=2)[N:5]=[CH:4][N:3]=1. The yield is 0.0230. (3) The reactants are Cl.C([Si]([O:9][CH:10]([CH2:15][CH2:16][C:17]1[CH:22]=[CH:21][C:20]([C:23]([CH2:42][CH3:43])([C:26]2[CH:31]=[CH:30][C:29]([C:32]3[O:33][C:34]([CH:37]=[CH:38][O:39]C)=[CH:35][CH:36]=3)=[C:28]([CH3:41])[CH:27]=2)[CH2:24][CH3:25])=[CH:19][C:18]=1[CH3:44])[C:11]([CH3:14])([CH3:13])[CH3:12])(C)C)(C)(C)C.C(=O)(O)[O-:46].[Na+].P([O-])(O)(O)=O.[Na+].Cl[O-].[Na+].CC(=CC)C.S(=O)(=O)(O)[O-].[K+]. The catalyst is O1CCCC1.C(OCC)(=O)C. The product is [CH2:42]([C:23]([C:26]1[CH:31]=[CH:30][C:29]([C:32]2[O:33][C:34]([CH2:37][C:38]([OH:46])=[O:39])=[CH:35][CH:36]=2)=[C:28]([CH3:41])[CH:27]=1)([C:20]1[CH:21]=[CH:22][C:17]([CH2:16][CH2:15][CH:10]([OH:9])[C:11]([CH3:13])([CH3:12])[CH3:14])=[C:18]([CH3:44])[CH:19]=1)[CH2:24][CH3:25])[CH3:43]. The yield is 0.0700. (4) The product is [F:17][C:18]([F:31])([F:30])[S:19]([O:10][C:3]1[CH:4]=[CH:5][CH:6]=[C:7]([O:8][CH3:9])[C:2]=1[I:1])(=[O:21])=[O:20]. The catalyst is ClCCl. The yield is 0.967. The reactants are [I:1][C:2]1[C:7]([O:8][CH3:9])=[CH:6][CH:5]=[CH:4][C:3]=1[OH:10].N1C=CC=CC=1.[F:17][C:18]([F:31])([F:30])[S:19](O[S:19]([C:18]([F:31])([F:30])[F:17])(=[O:21])=[O:20])(=[O:21])=[O:20].O.